This data is from NCI-60 drug combinations with 297,098 pairs across 59 cell lines. The task is: Regression. Given two drug SMILES strings and cell line genomic features, predict the synergy score measuring deviation from expected non-interaction effect. (1) Drug 1: C1=CC(=C2C(=C1NCCNCCO)C(=O)C3=C(C=CC(=C3C2=O)O)O)NCCNCCO. Drug 2: CC1OCC2C(O1)C(C(C(O2)OC3C4COC(=O)C4C(C5=CC6=C(C=C35)OCO6)C7=CC(=C(C(=C7)OC)O)OC)O)O. Cell line: SF-268. Synergy scores: CSS=62.0, Synergy_ZIP=6.51, Synergy_Bliss=6.31, Synergy_Loewe=4.45, Synergy_HSA=10.8. (2) Drug 1: CC12CCC3C(C1CCC2=O)CC(=C)C4=CC(=O)C=CC34C. Drug 2: CS(=O)(=O)CCNCC1=CC=C(O1)C2=CC3=C(C=C2)N=CN=C3NC4=CC(=C(C=C4)OCC5=CC(=CC=C5)F)Cl. Cell line: KM12. Synergy scores: CSS=52.5, Synergy_ZIP=-2.24, Synergy_Bliss=-8.40, Synergy_Loewe=-10.3, Synergy_HSA=-10.1. (3) Drug 1: CC1=C(C=C(C=C1)NC(=O)C2=CC=C(C=C2)CN3CCN(CC3)C)NC4=NC=CC(=N4)C5=CN=CC=C5. Drug 2: CCN(CC)CCNC(=O)C1=C(NC(=C1C)C=C2C3=C(C=CC(=C3)F)NC2=O)C. Cell line: SK-MEL-5. Synergy scores: CSS=11.0, Synergy_ZIP=-4.42, Synergy_Bliss=-2.87, Synergy_Loewe=-3.50, Synergy_HSA=-2.96. (4) Drug 1: CS(=O)(=O)C1=CC(=C(C=C1)C(=O)NC2=CC(=C(C=C2)Cl)C3=CC=CC=N3)Cl. Drug 2: CCN(CC)CCNC(=O)C1=C(NC(=C1C)C=C2C3=C(C=CC(=C3)F)NC2=O)C. Cell line: OVCAR-5. Synergy scores: CSS=7.84, Synergy_ZIP=0.572, Synergy_Bliss=2.83, Synergy_Loewe=-1.24, Synergy_HSA=-0.821. (5) Drug 1: C1=NC(=NC(=O)N1C2C(C(C(O2)CO)O)O)N. Drug 2: C1C(C(OC1N2C=NC(=NC2=O)N)CO)O. Cell line: HL-60(TB). Synergy scores: CSS=30.1, Synergy_ZIP=-1.57, Synergy_Bliss=1.95, Synergy_Loewe=-1.33, Synergy_HSA=1.43.